Dataset: Full USPTO retrosynthesis dataset with 1.9M reactions from patents (1976-2016). Task: Predict the reactants needed to synthesize the given product. (1) Given the product [C:1]([OH:4])(=[O:3])[CH3:2].[CH2:5]([O:12][C:13]1[CH:18]=[CH:17][CH:16]=[CH:15][C:14]=1[N:19]([C:25]([O:27][CH2:28][C:29]1[CH:34]=[CH:33][CH:32]=[CH:31][CH:30]=1)=[O:26])[S:20]([CH3:23])(=[O:22])=[O:21])[C:6]1[CH:7]=[CH:8][CH:9]=[CH:10][CH:11]=1, predict the reactants needed to synthesize it. The reactants are: [C:1]([OH:4])(=[O:3])[CH3:2].[CH2:5]([O:12][C:13]1[CH:18]=[CH:17][CH:16]=[CH:15][C:14]=1[NH:19][S:20]([CH3:23])(=[O:22])=[O:21])[C:6]1[CH:11]=[CH:10][CH:9]=[CH:8][CH:7]=1.Cl[C:25]([O:27][CH2:28][C:29]1[CH:34]=[CH:33][CH:32]=[CH:31][CH:30]=1)=[O:26].CN(C1C=CC=CN=1)C.C(N(CC)CC)C. (2) Given the product [CH3:22][O:21][C:3]1[C:4]([O:8][CH:9]2[CH2:14][CH2:13][N:12]([C:15]([O:17][CH:18]([CH3:20])[CH3:19])=[O:16])[CH2:11][CH2:10]2)=[N:5][CH:6]=[N:7][C:2]=1[NH:30][C:29]1[C:24]([CH3:23])=[N:25][C:26]([C:31]([S:34]([CH3:37])(=[O:36])=[O:35])([CH3:32])[CH3:33])=[CH:27][CH:28]=1, predict the reactants needed to synthesize it. The reactants are: Cl[C:2]1[N:7]=[CH:6][N:5]=[C:4]([O:8][CH:9]2[CH2:14][CH2:13][N:12]([C:15]([O:17][CH:18]([CH3:20])[CH3:19])=[O:16])[CH2:11][CH2:10]2)[C:3]=1[O:21][CH3:22].[CH3:23][C:24]1[C:29]([NH2:30])=[CH:28][CH:27]=[C:26]([C:31]([S:34]([CH3:37])(=[O:36])=[O:35])([CH3:33])[CH3:32])[N:25]=1.C1(C2C=CC=CC=2)C=CC=CC=1P(C(C)(C)C)C(C)(C)C.C(=O)([O-])[O-].[Cs+].[Cs+]. (3) Given the product [ClH:2].[NH2:49][CH2:48][C@H:45]1[CH2:46][CH2:47][C@H:42]([C:40]([NH:39][C@@H:16]([CH2:17][C:18]2[CH:19]=[C:20]([C:24]3[CH:29]=[CH:28][CH:27]=[C:26]([C:30]([N:32]4[CH2:33][CH2:34][N:35]([CH3:38])[CH2:36][CH2:37]4)=[O:31])[CH:25]=3)[CH:21]=[CH:22][CH:23]=2)[C:15]([NH:14][C:11]2[CH:12]=[CH:13][C:8]([C:6]3[NH:7][C:3]([Cl:2])=[N:4][N:5]=3)=[CH:9][CH:10]=2)=[O:57])=[O:41])[CH2:43][CH2:44]1, predict the reactants needed to synthesize it. The reactants are: Cl.[Cl:2][C:3]1[NH:7][C:6]([C:8]2[CH:13]=[CH:12][C:11]([NH:14][C:15](=[O:57])[C@@H:16]([NH:39][C:40]([C@H:42]3[CH2:47][CH2:46][C@H:45]([CH2:48][NH:49]C(=O)OC(C)(C)C)[CH2:44][CH2:43]3)=[O:41])[CH2:17][C:18]3[CH:19]=[C:20]([C:24]4[CH:29]=[CH:28][CH:27]=[C:26]([C:30]([N:32]5[CH2:37][CH2:36][N:35]([CH3:38])[CH2:34][CH2:33]5)=[O:31])[CH:25]=4)[CH:21]=[CH:22][CH:23]=3)=[CH:10][CH:9]=2)=[N:5][N:4]=1.C(#N)C. (4) Given the product [C:6]([C:8]1[CH:9]=[C:10]([C@:14]2([CH3:30])[CH2:19][CH2:18][N:17]([C:20]([O:22][CH2:23][CH2:24][Si:25]([CH3:28])([CH3:27])[CH3:26])=[O:21])[CH2:16][C@@H:15]2[CH3:29])[CH:11]=[CH:12][CH:13]=1)([OH:7])=[O:5], predict the reactants needed to synthesize it. The reactants are: O.[OH-].[Li+].C[O:5][C:6]([C:8]1[CH:9]=[C:10]([C@:14]2([CH3:30])[CH2:19][CH2:18][N:17]([C:20]([O:22][CH2:23][CH2:24][Si:25]([CH3:28])([CH3:27])[CH3:26])=[O:21])[CH2:16][C@@H:15]2[CH3:29])[CH:11]=[CH:12][CH:13]=1)=[O:7].Cl. (5) Given the product [OH:13][C:14]1[CH:23]=[CH:22][C:17]([C:18]([NH:20][N:21]=[C:5]2[C:4]3[C:8](=[CH:9][CH:10]=[C:2]([I:1])[CH:3]=3)[NH:7][C:6]2=[O:11])=[O:19])=[CH:16][CH:15]=1, predict the reactants needed to synthesize it. The reactants are: [I:1][C:2]1[CH:3]=[C:4]2[C:8](=[CH:9][CH:10]=1)[NH:7][C:6](=[O:11])[C:5]2=O.[OH:13][C:14]1[CH:23]=[CH:22][C:17]([C:18]([NH:20][NH2:21])=[O:19])=[CH:16][CH:15]=1.